Dataset: Forward reaction prediction with 1.9M reactions from USPTO patents (1976-2016). Task: Predict the product of the given reaction. (1) The product is: [Si:40]([O:39][C@H:37]([C@@:16]([NH:47][C:48]([N:50]([CH3:52])[CH3:51])=[O:49])([C:13](=[O:15])[CH2:14][CH2:53][OH:54])[C@H:17]([NH:26][C:27](=[O:36])[O:28][CH2:29][C:30]1[CH:35]=[CH:34][CH:33]=[CH:32][CH:31]=1)/[CH:18]=[CH:19]/[C:20]1[CH:21]=[CH:22][CH:23]=[CH:24][CH:25]=1)[CH3:38])([C:43]([CH3:44])([CH3:45])[CH3:46])([CH3:41])[CH3:42]. Given the reactants C(NC(C)C)(C)C.C([Li])CCC.[C:13]([C@:16]([NH:47][C:48]([N:50]([CH3:52])[CH3:51])=[O:49])([C@@H:37]([O:39][Si:40]([C:43]([CH3:46])([CH3:45])[CH3:44])([CH3:42])[CH3:41])[CH3:38])[C@H:17]([NH:26][C:27](=[O:36])[O:28][CH2:29][C:30]1[CH:35]=[CH:34][CH:33]=[CH:32][CH:31]=1)/[CH:18]=[CH:19]/[C:20]1[CH:25]=[CH:24][CH:23]=[CH:22][CH:21]=1)(=[O:15])[CH3:14].[CH2:53]=[O:54], predict the reaction product. (2) Given the reactants C[O:2][C:3](=O)[CH2:4][O:5][C:6]1[N:27]=[CH:26][C:9]2[C:10]3[N:14]([CH2:15][CH2:16][O:17][C:8]=2[CH:7]=1)[CH:13]=[C:12]([C:18]1[N:19]([CH:23]([CH3:25])[CH3:24])[N:20]=[CH:21][N:22]=1)[N:11]=3.[NH3:29], predict the reaction product. The product is: [CH:23]([N:19]1[C:18]([C:12]2[N:11]=[C:10]3[C:9]4[CH:26]=[N:27][C:6]([O:5][CH2:4][C:3]([NH2:29])=[O:2])=[CH:7][C:8]=4[O:17][CH2:16][CH2:15][N:14]3[CH:13]=2)=[N:22][CH:21]=[N:20]1)([CH3:25])[CH3:24]. (3) Given the reactants [CH3:1][O:2][C:3]([C:5]1[CH:10]=[CH:9][C:8]([N:11]=[C:12]=[S:13])=[CH:7][CH:6]=1)=[O:4].[N:14]#[C:15][NH2:16].CC(C)([O-])C.[K+].Br[CH2:24][C:25]([C:27]1[CH:32]=[CH:31][C:30]([O:33][CH3:34])=[CH:29][CH:28]=1)=[O:26], predict the reaction product. The product is: [CH3:1][O:2][C:3](=[O:4])[C:5]1[CH:10]=[CH:9][C:8]([NH:11][C:12]2[S:13][C:24]([C:25](=[O:26])[C:27]3[CH:32]=[CH:31][C:30]([O:33][CH3:34])=[CH:29][CH:28]=3)=[C:15]([NH2:16])[N:14]=2)=[CH:7][CH:6]=1. (4) Given the reactants [CH2:1]([Si]1(Cl)N(C)[C@@H](C)[C@H](C2C=CC=CC=2)O1)[CH:2]=[CH2:3].[CH:18](=[O:27])[CH2:19][CH2:20][C:21]1[CH:26]=[CH:25][CH:24]=[CH:23][CH:22]=1.Cl.CCOC(C)=O, predict the reaction product. The product is: [C:21]1([CH2:20][CH2:19][C@@H:18]([OH:27])[CH2:3][CH:2]=[CH2:1])[CH:26]=[CH:25][CH:24]=[CH:23][CH:22]=1. (5) Given the reactants [Br-].[CH2:2]([P+](C1C=CC=CC=1)(C1C=CC=CC=1)C1C=CC=CC=1)[CH2:3][CH2:4][CH2:5][CH2:6][CH3:7].[Li+].C[Si]([N-][Si](C)(C)C)(C)C.[Cl:37][C:38]1[CH:39]=[C:40]2[C:44](=[CH:45][CH:46]=1)[NH:43][C:42]([CH:47]=O)=[CH:41]2, predict the reaction product. The product is: [Cl:37][C:38]1[CH:39]=[C:40]2[C:44](=[CH:45][CH:46]=1)[NH:43][C:42]([CH:47]=[CH:2][CH2:3][CH2:4][CH2:5][CH2:6][CH3:7])=[CH:41]2. (6) Given the reactants [Cl:1][C:2]1[C:3]([C:7]([OH:9])=O)=[N:4][NH:5][CH:6]=1, predict the reaction product. The product is: [Cl:1][C:2]1[CH:6]=[N:5][N:4]2[C:7](=[O:9])[C:3]3=[C:2]([Cl:1])[CH:6]=[N:5][N:4]3[C:7](=[O:9])[C:3]=12. (7) Given the reactants [CH3:1][Li].[Cl:3][C:4]1[CH:5]=[C:6]([C:11]2([CH3:31])[C:16]([C:17]([O:19][CH3:20])=[O:18])=[C:15](OP(OCC)(OCC)=O)[CH2:14][CH:13]([CH3:30])[CH2:12]2)[CH:7]=[CH:8][C:9]=1[Cl:10].[Cl-].[NH4+], predict the reaction product. The product is: [Cl:3][C:4]1[CH:5]=[C:6]([C:11]2([CH3:31])[C:16]([C:17]([O:19][CH3:20])=[O:18])=[C:15]([CH3:1])[CH2:14][CH:13]([CH3:30])[CH2:12]2)[CH:7]=[CH:8][C:9]=1[Cl:10]. (8) Given the reactants [C:1](/[C:3](=[C:26]1/[NH:27][C:28]2[CH:36]=[CH:35][CH:34]=[CH:33][C:29]=2[N:30]/1[CH2:31][CH3:32])/[C:4]1[C:9](C)=[CH:8][N:7]=[C:6]([NH:11][C:12]([C@H:14]2[CH2:18][S:17][CH2:16][N:15]2C(OC(C)(C)C)=O)=[O:13])[N:5]=1)#[N:2].C(O)(C(F)(F)F)=O, predict the reaction product. The product is: [C:1](/[C:3](=[C:26]1/[NH:27][C:28]2[CH:36]=[CH:35][CH:34]=[CH:33][C:29]=2[N:30]/1[CH2:31][CH3:32])/[C:4]1[CH:9]=[CH:8][N:7]=[C:6]([NH:11][C:12]([C@H:14]2[CH2:18][S:17][CH2:16][NH:15]2)=[O:13])[N:5]=1)#[N:2]. (9) Given the reactants [OH:1][C@@H:2]1[C@H:6]([OH:7])[C@@H:5]([CH2:8][OH:9])[O:4][CH:3]1[N:10]1[CH:18]=[N:17][C:16]2[C:11]1=[N:12][C:13]([N:25]1[CH:29]=[C:28]([C:30]([O:32]CC)=O)[CH:27]=[N:26]1)=[N:14][C:15]=2[NH:19][CH:20]1[CH2:24][CH2:23][CH2:22][CH2:21]1.[CH3:35][NH2:36], predict the reaction product. The product is: [OH:1][C@@H:2]1[C@H:6]([OH:7])[C@@H:5]([CH2:8][OH:9])[O:4][CH:3]1[N:10]1[CH:18]=[N:17][C:16]2[C:11]1=[N:12][C:13]([N:25]1[CH:29]=[C:28]([C:30]([NH:36][CH3:35])=[O:32])[CH:27]=[N:26]1)=[N:14][C:15]=2[NH:19][CH:20]1[CH2:24][CH2:23][CH2:22][CH2:21]1.